This data is from Full USPTO retrosynthesis dataset with 1.9M reactions from patents (1976-2016). The task is: Predict the reactants needed to synthesize the given product. (1) Given the product [Cl:23][C:4]1[CH:3]=[C:2]([N:1]2[CH:26]=[CH:30][CH:29]=[CH:28]2)[CH:22]=[CH:21][C:5]=1[CH2:6][N:7]1[C:11]2=[N:12][C:13]([C:16]([O:18][CH3:19])=[O:17])=[CH:14][CH:15]=[C:10]2[N:9]=[C:8]1[CH3:20], predict the reactants needed to synthesize it. The reactants are: [NH2:1][C:2]1[CH:22]=[CH:21][C:5]([CH2:6][N:7]2[C:11]3=[N:12][C:13]([C:16]([O:18][CH3:19])=[O:17])=[CH:14][CH:15]=[C:10]3[N:9]=[C:8]2[CH3:20])=[C:4]([Cl:23])[CH:3]=1.CO[CH:26]1[CH2:30][CH2:29][CH:28](OC)O1. (2) Given the product [Si:48]([O:55][CH2:56][CH2:57][N:58]1[CH:62]=[C:61]([C:63](=[O:73])[N:64]([CH2:65][CH2:66][CH2:67][CH3:68])[CH2:69][CH2:70][CH2:71][CH3:72])[N:60]=[C:59]1[C:74]1[CH:83]=[CH:82][C:77]([C:78]([OH:80])=[O:79])=[CH:76][C:75]=1[C:84]([N:86]1[C@H:95]([CH2:96][O:97][Si:98]([C:101]([CH3:103])([CH3:102])[CH3:104])([CH3:99])[CH3:100])[CH2:94][C:93]2[C:88](=[CH:89][CH:90]=[CH:91][CH:92]=2)[CH2:87]1)=[O:85])([C:51]([CH3:53])([CH3:52])[CH3:54])([CH3:50])[CH3:49], predict the reactants needed to synthesize it. The reactants are: C(N(CCCC)C(C1N=C(C2C=CC(C(O)=O)=CC=2C(N2[C@H](CO)CC3C(=CC=CC=3)C2)=O)N(CCC2C=CC=CC=2)C=1)=O)CCC.[Si:48]([O:55][CH2:56][CH2:57][N:58]1[CH:62]=[C:61]([C:63](=[O:73])[N:64]([CH2:69][CH2:70][CH2:71][CH3:72])[CH2:65][CH2:66][CH2:67][CH3:68])[N:60]=[C:59]1[C:74]1[CH:83]=[CH:82][C:77]([C:78]([O:80]C)=[O:79])=[CH:76][C:75]=1[C:84]([N:86]1[C@H:95]([CH2:96][O:97][Si:98]([C:101]([CH3:104])([CH3:103])[CH3:102])([CH3:100])[CH3:99])[CH2:94][C:93]2[C:88](=[CH:89][CH:90]=[CH:91][CH:92]=2)[CH2:87]1)=[O:85])([C:51]([CH3:54])([CH3:53])[CH3:52])([CH3:50])[CH3:49]. (3) Given the product [C:1]([C:5]1[O:9][N:8]=[C:7]([NH:10][C:11]([NH:13][C:14]2[CH:19]=[CH:18][CH:17]=[C:16]([O:20][C:22]3[C:31]4[C:26](=[CH:27][C:28]([O:34][CH2:35][CH2:36][Cl:37])=[C:29]([O:32][CH3:33])[CH:30]=4)[N:25]=[CH:24][N:23]=3)[CH:15]=2)=[O:12])[CH:6]=1)([CH3:4])([CH3:2])[CH3:3], predict the reactants needed to synthesize it. The reactants are: [C:1]([C:5]1[O:9][N:8]=[C:7]([NH:10][C:11]([NH:13][C:14]2[CH:19]=[CH:18][CH:17]=[C:16]([OH:20])[CH:15]=2)=[O:12])[CH:6]=1)([CH3:4])([CH3:3])[CH3:2].Cl[C:22]1[C:31]2[C:26](=[CH:27][C:28]([O:34][CH2:35][CH2:36][Cl:37])=[C:29]([O:32][CH3:33])[CH:30]=2)[N:25]=[CH:24][N:23]=1.C([O-])([O-])=O.[Cs+].[Cs+]. (4) Given the product [Cl:1][C:2]1[N:7]=[C:6]([NH:10][C:11]2[CH:12]=[C:13]([C:16]([CH3:19])([CH3:18])[CH3:17])[NH:14][N:15]=2)[CH:5]=[C:4]([CH3:9])[N:3]=1, predict the reactants needed to synthesize it. The reactants are: [Cl:1][C:2]1[N:7]=[C:6](Cl)[CH:5]=[C:4]([CH3:9])[N:3]=1.[NH2:10][C:11]1[NH:15][N:14]=[C:13]([C:16]([CH3:19])([CH3:18])[CH3:17])[CH:12]=1.C(=O)([O-])[O-].[Na+].[Na+].